From a dataset of Full USPTO retrosynthesis dataset with 1.9M reactions from patents (1976-2016). Predict the reactants needed to synthesize the given product. (1) Given the product [S:1]1[C:5]2[CH:6]=[CH:7][CH:8]=[CH:9][C:4]=2[N:3]=[C:2]1[N:10]1[C:14](=[O:15])[C:13](=[CH:24][N:25]([CH3:27])[CH3:26])[C:12]([C:16]2[S:17][CH:18]=[CH:19][C:20]=2[Br:21])=[N:11]1, predict the reactants needed to synthesize it. The reactants are: [S:1]1[C:5]2[CH:6]=[CH:7][CH:8]=[CH:9][C:4]=2[N:3]=[C:2]1[N:10]1[C:14](=[O:15])[CH:13]=[C:12]([C:16]2[S:17][CH:18]=[CH:19][C:20]=2[Br:21])[NH:11]1.CO[CH:24](OC)[N:25]([CH3:27])[CH3:26]. (2) Given the product [CH3:11][C:7]1[CH:8]=[CH:9][CH:10]=[C:5]2[C:6]=1[CH:12]=[C:14]([CH2:15][CH2:21][N:16]1[CH2:20][CH2:19][CH2:18][CH2:17]1)[NH:3][C:4]2=[O:13], predict the reactants needed to synthesize it. The reactants are: C([N:3]([CH2:14][CH3:15])[C:4](=[O:13])[C:5]1[CH:10]=[CH:9][CH:8]=[C:7]([CH3:11])[C:6]=1[CH3:12])C.[N:16]1([CH2:21]CC#N)[CH2:20][CH2:19][CH2:18][CH2:17]1.